This data is from Full USPTO retrosynthesis dataset with 1.9M reactions from patents (1976-2016). The task is: Predict the reactants needed to synthesize the given product. (1) Given the product [C:24]1([O:23][C:21]([N:3]2[CH2:8][CH2:7][C:6]([CH3:19])([C:9]3[CH:14]=[CH:13][CH:12]=[C:11]([O:15][CH:16]([CH3:17])[CH3:18])[CH:10]=3)[CH2:5][CH2:4]2)=[O:22])[CH:29]=[CH:28][CH:27]=[CH:26][CH:25]=1, predict the reactants needed to synthesize it. The reactants are: C([N:3]1[CH2:8][CH2:7][C:6]([CH3:19])([C:9]2[CH:14]=[CH:13][CH:12]=[C:11]([O:15][CH:16]([CH3:18])[CH3:17])[CH:10]=2)[CH2:5][CH2:4]1)C.Cl[C:21]([O:23][C:24]1[CH:29]=[CH:28][CH:27]=[CH:26][CH:25]=1)=[O:22].[OH-].[Na+]. (2) The reactants are: FC(F)(F)S(O[C:7]1[C:16]([CH:17]=[O:18])=[C:15]([CH:19]([CH3:21])[CH3:20])[CH:14]=[C:13]2[C:8]=1[C:9](=[O:24])[CH2:10][C:11]([CH3:23])([CH3:22])[O:12]2)(=O)=O.[F:27][C:28]1[CH:33]=[CH:32][C:31](B(O)O)=[CH:30][CH:29]=1.C(=O)([O-])[O-].[K+].[K+].[Cl-].[NH4+]. Given the product [F:27][C:28]1[CH:33]=[CH:32][C:31]([C:7]2[C:16]([CH:17]=[O:18])=[C:15]([CH:19]([CH3:20])[CH3:21])[CH:14]=[C:13]3[C:8]=2[C:9](=[O:24])[CH2:10][C:11]([CH3:22])([CH3:23])[O:12]3)=[CH:30][CH:29]=1, predict the reactants needed to synthesize it. (3) Given the product [CH3:38][N:34]1[C:33]2[C:39]([CH3:41])=[CH:40][C:30]([C:28]([C:26]3[CH:25]=[CH:24][N:23]=[C:22]([N:17]4[CH2:18][CH2:19][CH:14]([N:10]5[CH2:9][CH2:8][C:7]6[CH:20]=[C:3]([O:2][CH3:1])[CH:4]=[CH:5][C:6]=6[NH:12][C:11]5=[O:13])[CH2:15][CH2:16]4)[CH:27]=3)=[O:29])=[CH:31][C:32]=2[O:36][C:35]1=[O:37], predict the reactants needed to synthesize it. The reactants are: [CH3:1][O:2][C:3]1[CH:4]=[CH:5][C:6]2[NH:12][C:11](=[O:13])[N:10]([CH:14]3[CH2:19][CH2:18][NH:17][CH2:16][CH2:15]3)[CH2:9][CH2:8][C:7]=2[CH:20]=1.Cl[C:22]1[CH:27]=[C:26]([C:28]([C:30]2[CH:40]=[C:39]([CH3:41])[C:33]3[N:34]([CH3:38])[C:35](=[O:37])[O:36][C:32]=3[CH:31]=2)=[O:29])[CH:25]=[CH:24][N:23]=1. (4) The reactants are: [NH:1]1[C:9]2[C:4](=[CH:5][CH:6]=[CH:7][CH:8]=2)[CH:3]=[CH:2]1.[H-].[Na+].[Cl:12][C:13]1[CH:18]=[CH:17][C:16]([S:19][S:19][C:16]2[CH:17]=[CH:18][C:13]([Cl:12])=[CH:14][CH:15]=2)=[CH:15][CH:14]=1. Given the product [Cl:12][C:13]1[CH:18]=[CH:17][C:16]([S:19][C:3]2[C:4]3[C:9](=[CH:8][CH:7]=[CH:6][CH:5]=3)[NH:1][CH:2]=2)=[CH:15][CH:14]=1, predict the reactants needed to synthesize it. (5) Given the product [Cl:30][C:28]1[N:19]=[CH:17][C:14]([C:1]([N:22]2[CH2:21][C@@H:20]3[CH2:25][C@H:23]2[CH2:24][N:19]3[C@H:17]([C:14]2[CH:15]=[CH:16][C:11]([O:10][CH2:9][CH2:8][O:7][CH3:6])=[C:12]([CH3:27])[C:13]=2[CH3:26])[CH3:18])=[O:4])=[CH:13][CH:12]=1, predict the reactants needed to synthesize it. The reactants are: [C:1]([O-:4])(O)=O.[Na+].[CH3:6][O:7][CH2:8][CH2:9][O:10][C:11]1[CH:16]=[CH:15][C:14]([C@@H:17]([N:19]2[CH2:24][C@@H:23]3[CH2:25][C@H:20]2[CH2:21][NH:22]3)[CH3:18])=[C:13]([CH3:26])[C:12]=1[CH3:27].[CH2:28]([Cl:30])Cl. (6) Given the product [S:10]1[CH:11]=[CH:12][CH:13]=[C:9]1[CH2:8][CH2:7][NH:6][C:5]1[C:4]([NH2:1])=[CH:17][CH:16]=[C:15]([O:18][CH2:19][O:20][CH2:21][CH2:22][Si:23]([CH3:26])([CH3:25])[CH3:24])[CH:14]=1, predict the reactants needed to synthesize it. The reactants are: [N+:1]([C:4]1[CH:17]=[CH:16][C:15]([O:18][CH2:19][O:20][CH2:21][CH2:22][Si:23]([CH3:26])([CH3:25])[CH3:24])=[CH:14][C:5]=1[NH:6][CH2:7][CH2:8][C:9]1[S:10][CH:11]=[CH:12][CH:13]=1)([O-])=O.O.NN.C(O)C. (7) Given the product [CH:6]([C:5]1[CH:8]=[CH:9][C:2]([CH2:15][CH2:14][C:13]([O:12][CH2:10][CH3:11])=[O:16])=[CH:3][CH:4]=1)=[O:7], predict the reactants needed to synthesize it. The reactants are: Br[C:2]1[CH:9]=[CH:8][C:5]([CH:6]=[O:7])=[CH:4][CH:3]=1.[CH2:10]([O:12][CH:13]([O:16]CC)[CH:14]=[CH2:15])[CH3:11].N(CCCC)(CCCC)CCCC. (8) Given the product [CH3:31][NH:30][C:8]1[C:5]2[CH:6]=[N:7][C:2]([NH:42][C:40]([NH:39][CH:38]([C:32]3[CH:37]=[CH:36][CH:35]=[CH:34][CH:33]=3)[CH:43]3[CH2:47][CH2:46][CH2:45][O:44]3)=[O:41])=[CH:3][C:4]=2[N:10]([C:11]([C:18]2[CH:23]=[CH:22][CH:21]=[CH:20][CH:19]=2)([C:12]2[CH:13]=[CH:14][CH:15]=[CH:16][CH:17]=2)[C:24]2[CH:29]=[CH:28][CH:27]=[CH:26][CH:25]=2)[N:9]=1, predict the reactants needed to synthesize it. The reactants are: Cl[C:2]1[N:7]=[CH:6][C:5]2[C:8]([NH:30][CH3:31])=[N:9][N:10]([C:11]([C:24]3[CH:29]=[CH:28][CH:27]=[CH:26][CH:25]=3)([C:18]3[CH:23]=[CH:22][CH:21]=[CH:20][CH:19]=3)[C:12]3[CH:17]=[CH:16][CH:15]=[CH:14][CH:13]=3)[C:4]=2[CH:3]=1.[C:32]1([CH:38]([CH:43]2[CH2:47][CH2:46][CH2:45][O:44]2)[NH:39][C:40]([NH2:42])=[O:41])[CH:37]=[CH:36][CH:35]=[CH:34][CH:33]=1.C(=O)([O-])[O-].[Cs+].[Cs+].